Dataset: Catalyst prediction with 721,799 reactions and 888 catalyst types from USPTO. Task: Predict which catalyst facilitates the given reaction. Reactant: [CH3:1][CH2:2][O:3][C:4]([C@@H:6]([NH:15][C@H:16]([C:18]([N:20]1[C@H:27]([C:28]([OH:30])=[O:29])[CH2:26][C@H:25]2[C@@H:21]1[CH2:22][CH2:23][CH2:24]2)=[O:19])[CH3:17])[CH2:7][CH2:8][C:9]1[CH:10]=[CH:11][CH:12]=[CH:13][CH:14]=1)=[O:5].[NH2:31][C@H:32]([C:40]([OH:42])=[O:41])[CH2:33][CH2:34][CH2:35][NH:36][C:37](=[NH:39])[NH2:38]. Product: [CH3:1][CH2:2][O:3][C:4]([C@@H:6]([NH:15][C@H:16]([C:18]([N:20]1[C@H:27]([C:28]([OH:30])=[O:29])[CH2:26][C@H:25]2[C@@H:21]1[CH2:22][CH2:23][CH2:24]2)=[O:19])[CH3:17])[CH2:7][CH2:8][C:9]1[CH:14]=[CH:13][CH:12]=[CH:11][CH:10]=1)=[O:5].[NH2:31][C@H:32]([C:40]([OH:42])=[O:41])[CH2:33][CH2:34][CH2:35][NH:36][C:37](=[NH:38])[NH2:39]. The catalyst class is: 131.